Dataset: Forward reaction prediction with 1.9M reactions from USPTO patents (1976-2016). Task: Predict the product of the given reaction. (1) Given the reactants [CH3:1][O:2][C:3](=[O:9])[CH2:4][C:5](=[NH:8])[NH:6][OH:7].[N+:10]([C:13]1[CH:14]=[CH:15][CH:16]=[C:17]2[C:21]=1[NH:20][C:19]([C:22](O)=[O:23])=[CH:18]2)([O-:12])=[O:11], predict the reaction product. The product is: [CH3:1][O:2][C:3](=[O:9])[CH2:4][C:5](=[N:6][OH:7])[NH:8][C:22]([C:19]1[NH:20][C:21]2[C:17]([CH:18]=1)=[CH:16][CH:15]=[CH:14][C:13]=2[N+:10]([O-:12])=[O:11])=[O:23]. (2) Given the reactants [CH3:1][CH2:2][O:3][C:4]([CH:6](P(OCC)(OCC)=O)[CH3:7])=[O:5].CC(C)([O-])C.[K+].[O:22]1[CH2:25][C:24](=O)[CH2:23]1, predict the reaction product. The product is: [O:22]1[CH2:25][C:24](=[C:6]([CH3:7])[C:4]([O:3][CH2:2][CH3:1])=[O:5])[CH2:23]1. (3) Given the reactants CO.[C:3]1([C:9]2[CH:10]=[C:11]([CH2:18][O:19][C:20]3[CH:27]=[CH:26][C:23]([CH:24]=[O:25])=[CH:22][CH:21]=3)[S:12][C:13]=2[C:14]([F:17])([F:16])[F:15])[CH:8]=[CH:7][CH:6]=[CH:5][CH:4]=1.[BH4-].[Na+].C(=O)(O)[O-].[Na+], predict the reaction product. The product is: [C:3]1([C:9]2[CH:10]=[C:11]([CH2:18][O:19][C:20]3[CH:21]=[CH:22][C:23]([CH2:24][OH:25])=[CH:26][CH:27]=3)[S:12][C:13]=2[C:14]([F:17])([F:16])[F:15])[CH:4]=[CH:5][CH:6]=[CH:7][CH:8]=1.